Dataset: Catalyst prediction with 721,799 reactions and 888 catalyst types from USPTO. Task: Predict which catalyst facilitates the given reaction. Reactant: [S:1]1[C:9]2[C:4](=[N:5][CH:6]=[CH:7][CH:8]=2)[N:3]=[C:2]1[O:10][C:11]1[CH:19]=[C:18]2[C:14]([CH:15]=[C:16]([CH2:20][OH:21])[NH:17]2)=[CH:13][CH:12]=1. Product: [S:1]1[C:9]2[C:4](=[N:5][CH:6]=[CH:7][CH:8]=2)[N:3]=[C:2]1[O:10][C:11]1[CH:19]=[C:18]2[C:14]([CH:15]=[C:16]([CH:20]=[O:21])[NH:17]2)=[CH:13][CH:12]=1. The catalyst class is: 703.